The task is: Regression. Given a peptide amino acid sequence and an MHC pseudo amino acid sequence, predict their binding affinity value. This is MHC class I binding data.. This data is from Peptide-MHC class I binding affinity with 185,985 pairs from IEDB/IMGT. (1) The peptide sequence is QPEWFRNVL. The MHC is HLA-A31:01 with pseudo-sequence HLA-A31:01. The binding affinity (normalized) is 0.0847. (2) The peptide sequence is EFKRRLKDL. The MHC is HLA-A02:01 with pseudo-sequence HLA-A02:01. The binding affinity (normalized) is 0.0847. (3) The peptide sequence is EVVMAYVGIK. The MHC is HLA-A33:01 with pseudo-sequence HLA-A33:01. The binding affinity (normalized) is 0.347. (4) The peptide sequence is GVNACQVGV. The MHC is HLA-B07:02 with pseudo-sequence HLA-B07:02. The binding affinity (normalized) is 0.0847. (5) The peptide sequence is KEYKNVEI. The MHC is Mamu-A11 with pseudo-sequence Mamu-A11. The binding affinity (normalized) is 0.599. (6) The peptide sequence is YVWWAAVIY. The MHC is HLA-B27:03 with pseudo-sequence HLA-B27:03. The binding affinity (normalized) is 0.0847. (7) The peptide sequence is YLGTPNNTY. The MHC is HLA-B40:01 with pseudo-sequence HLA-B40:01. The binding affinity (normalized) is 0.0847.